From a dataset of Full USPTO retrosynthesis dataset with 1.9M reactions from patents (1976-2016). Predict the reactants needed to synthesize the given product. (1) The reactants are: [C:1]1([C:7]2[CH:14]=[CH:13][C:10]([CH:11]=O)=[CH:9][CH:8]=2)[CH:6]=[CH:5][CH:4]=[CH:3][CH:2]=1.[N:15]1[CH:20]=[CH:19][C:18]([CH3:21])=[CH:17][C:16]=1[CH3:22]. Given the product [CH3:21][C:18]1[CH:19]=[CH:20][N:15]=[C:16](/[CH:22]=[CH:11]/[C:10]2[CH:13]=[CH:14][C:7]([C:1]3[CH:6]=[CH:5][CH:4]=[CH:3][CH:2]=3)=[CH:8][CH:9]=2)[CH:17]=1, predict the reactants needed to synthesize it. (2) Given the product [OH:6][C:7]1[CH:15]=[CH:14][C:13]2[NH:12][C:11]3[CH:16]([CH2:19][C:20]([O:22][CH2:23][CH3:24])=[O:21])[CH2:17][CH2:18][C:10]=3[C:9]=2[CH:8]=1, predict the reactants needed to synthesize it. The reactants are: B(Br)(Br)Br.C[O:6][C:7]1[CH:15]=[CH:14][C:13]2[NH:12][C:11]3[CH:16]([CH2:19][C:20]([O:22][CH2:23][CH3:24])=[O:21])[CH2:17][CH2:18][C:10]=3[C:9]=2[CH:8]=1.C([O-])([O-])=O.[K+].[K+]. (3) Given the product [C:39]([NH:43][S:44]([C:47]1[S:51][C:50]([C:6]2[N:7]=[CH:8][N:9]([C:11]3[N:16]=[C:15]([C:17]([F:18])([F:20])[F:19])[CH:14]=[C:13]([C:21]4[CH:26]=[CH:25][C:24]([C:27]([F:28])([F:29])[F:30])=[CH:23][CH:22]=4)[N:12]=3)[CH:10]=2)=[N:49][CH:48]=1)(=[O:45])=[O:46])([CH3:42])([CH3:40])[CH3:41], predict the reactants needed to synthesize it. The reactants are: C([Sn](CCCC)(CCCC)[C:6]1[N:7]=[CH:8][N:9]([C:11]2[N:16]=[C:15]([C:17]([F:20])([F:19])[F:18])[CH:14]=[C:13]([C:21]3[CH:26]=[CH:25][C:24]([C:27]([F:30])([F:29])[F:28])=[CH:23][CH:22]=3)[N:12]=2)[CH:10]=1)CCC.[C:39]([NH:43][S:44]([C:47]1[S:51][C:50](Cl)=[N:49][CH:48]=1)(=[O:46])=[O:45])([CH3:42])([CH3:41])[CH3:40].[F-].[K+].O. (4) Given the product [NH2:7][CH2:8][C:9]1[CH:14]=[C:13]([O:15][C:16]2[CH:17]=[C:18]([CH2:22][CH2:23][NH:24][C:25](=[O:36])[C:26]3[CH:31]=[CH:30][CH:29]=[C:28]([C:32]([F:33])([F:34])[F:35])[CH:27]=3)[CH:19]=[CH:20][CH:21]=2)[CH:12]=[CH:11][N:10]=1, predict the reactants needed to synthesize it. The reactants are: C(OC(=O)[NH:7][CH2:8][C:9]1[CH:14]=[C:13]([O:15][C:16]2[CH:21]=[CH:20][CH:19]=[C:18]([CH2:22][CH2:23][NH:24][C:25](=[O:36])[C:26]3[CH:31]=[CH:30][CH:29]=[C:28]([C:32]([F:35])([F:34])[F:33])[CH:27]=3)[CH:17]=2)[CH:12]=[CH:11][N:10]=1)(C)(C)C.C(O)(C(F)(F)F)=O.